Dataset: Reaction yield outcomes from USPTO patents with 853,638 reactions. Task: Predict the reaction yield, written as a fraction of the theoretical maximum amount of product (1.0 means a 100% yield; for example, 0.34 means a 34% yield). (1) The reactants are [CH2:1]([C:3]1[N:4]([CH2:11][CH2:12][O:13][C:14]2[CH:20]=[CH:19][C:17](N)=[CH:16][CH:15]=2)[C:5](=[O:10])[CH:6]=[C:7]([CH3:9])[N:8]=1)[CH3:2].[BrH:21].N([O-])=O.[Na+].[C:26]([O:30][CH2:31][CH3:32])(=[O:29])[CH:27]=[CH2:28]. The catalyst is CC(C)=O.O.[Cu]I. The product is [Br:21][CH:27]([CH2:28][C:17]1[CH:19]=[CH:20][C:14]([O:13][CH2:12][CH2:11][N:4]2[C:5](=[O:10])[CH:6]=[C:7]([CH3:9])[N:8]=[C:3]2[CH2:1][CH3:2])=[CH:15][CH:16]=1)[C:26]([O:30][CH2:31][CH3:32])=[O:29]. The yield is 0.550. (2) The reactants are [OH:1][CH2:2][C:3]([NH:6][C:7]([NH2:9])=[S:8])([CH3:5])[CH3:4].Br[CH2:11][C:12]([C:14]1[CH:15]=[C:16]([C:20]#[N:21])[N:17]([CH3:19])[CH:18]=1)=O. The catalyst is C(O)C. The product is [OH:1][CH2:2][C:3]([NH:6][C:7]1[S:8][CH:11]=[C:12]([C:14]2[CH:15]=[C:16]([C:20]#[N:21])[N:17]([CH3:19])[CH:18]=2)[N:9]=1)([CH3:5])[CH3:4]. The yield is 0.670. (3) The reactants are [CH3:1][C:2]1[CH:3]=[C:4]([C:9]2[CH:10]=[CH:11][CH:12]=[C:13]3[C:17]=2[C:16](=O)[C:15]([CH3:25])(C2CCCCC2)[CH2:14]3)[CH:5]=[C:6]([CH3:8])[CH:7]=1.[BH4-].[Na+].CO.S(=O)(=O)(O)O. The catalyst is C1(C)C=CC=CC=1.O. The product is [CH3:1][C:2]1[CH:3]=[C:4]([C:9]2[CH:10]=[CH:11][CH:12]=[C:13]3[C:17]=2[CH2:16][C:15]([CH2:25][CH:2]2[CH2:3][CH2:4][CH2:5][CH2:6][CH2:7]2)=[CH:14]3)[CH:5]=[C:6]([CH3:8])[CH:7]=1. The yield is 0.920. (4) The reactants are [Si]([O:8][CH:9]1[CH2:14][CH2:13][N:12]([C:15]2[CH:16]=[N:17][C:18]3[C:23]([CH:24]=2)=[CH:22][C:21]([S:25][C:26]2[N:30]4[CH:31]=[C:32]([C:35]5[CH:36]=[N:37][N:38]([CH3:40])[CH:39]=5)[CH:33]=[CH:34][C:29]4=[N:28][N:27]=2)=[CH:20][CH:19]=3)[CH2:11][CH2:10]1)(C(C)(C)C)(C)C.Cl. The catalyst is CO. The product is [CH3:40][N:38]1[CH:39]=[C:35]([C:32]2[CH:33]=[CH:34][C:29]3[N:30]([C:26]([S:25][C:21]4[CH:22]=[C:23]5[C:18](=[CH:19][CH:20]=4)[N:17]=[CH:16][C:15]([N:12]4[CH2:11][CH2:10][CH:9]([OH:8])[CH2:14][CH2:13]4)=[CH:24]5)=[N:27][N:28]=3)[CH:31]=2)[CH:36]=[N:37]1. The yield is 0.980. (5) The reactants are [CH2:1]([O:8][C:9]1[CH:10]=[C:11]([CH:14]=[CH:15][C:16]=1[O:17][CH2:18][C:19]1[CH:24]=[CH:23][CH:22]=[CH:21][CH:20]=1)[CH:12]=[O:13])[C:2]1[CH:7]=[CH:6][CH:5]=[CH:4][CH:3]=1.[BH4-].[Na+]. The catalyst is CO. The product is [CH2:1]([O:8][C:9]1[CH:10]=[C:11]([CH:14]=[CH:15][C:16]=1[O:17][CH2:18][C:19]1[CH:24]=[CH:23][CH:22]=[CH:21][CH:20]=1)[CH2:12][OH:13])[C:2]1[CH:3]=[CH:4][CH:5]=[CH:6][CH:7]=1. The yield is 0.975. (6) The reactants are [C:1]([O:5][C:6]([NH:8][C:9]1[S:10][CH:11]=[C:12](/[C:14](=[N:31]/[O:32][C:33]2([C:36]([O:38][CH:39]([C:46]3[CH:51]=[CH:50][CH:49]=[CH:48][CH:47]=3)[C:40]3[CH:45]=[CH:44][CH:43]=[CH:42][CH:41]=3)=[O:37])[CH2:35][CH2:34]2)/[C:15]([NH:17][C@@H:18]2[C:21](=[O:22])[NH:20][C@@H:19]2[CH2:23][N:24]2[N:28]=[C:27]([CH2:29][OH:30])[CH:26]=[N:25]2)=[O:16])[N:13]=1)=[O:7])([CH3:4])([CH3:3])[CH3:2]. The catalyst is C1COCC1.O=[Mn]=O. The product is [C:1]([O:5][C:6]([NH:8][C:9]1[S:10][CH:11]=[C:12](/[C:14](=[N:31]/[O:32][C:33]2([C:36]([O:38][CH:39]([C:46]3[CH:51]=[CH:50][CH:49]=[CH:48][CH:47]=3)[C:40]3[CH:41]=[CH:42][CH:43]=[CH:44][CH:45]=3)=[O:37])[CH2:34][CH2:35]2)/[C:15]([NH:17][C@@H:18]2[C:21](=[O:22])[NH:20][C@@H:19]2[CH2:23][N:24]2[N:28]=[C:27]([CH:29]=[O:30])[CH:26]=[N:25]2)=[O:16])[N:13]=1)=[O:7])([CH3:4])([CH3:2])[CH3:3]. The yield is 0.680. (7) The reactants are [N:1]1[C:9]2[CH:8]=[CH:7][N:6]=[CH:5][C:4]=2[S:3][C:2]=1[C:10]1[CH:11]=[C:12]([CH:17]=[C:18]([NH:20][C:21](=[O:34])[C:22]2[CH:27]=[C:26]([O:28][CH3:29])[C:25]([O:30][CH3:31])=[C:24]([O:32][CH3:33])[CH:23]=2)[CH:19]=1)[C:13]([O:15]C)=[O:14].O.[OH-].[Na+].Cl. The catalyst is C1COCC1. The product is [N:1]1[C:9]2[CH:8]=[CH:7][N:6]=[CH:5][C:4]=2[S:3][C:2]=1[C:10]1[CH:11]=[C:12]([CH:17]=[C:18]([NH:20][C:21](=[O:34])[C:22]2[CH:23]=[C:24]([O:32][CH3:33])[C:25]([O:30][CH3:31])=[C:26]([O:28][CH3:29])[CH:27]=2)[CH:19]=1)[C:13]([OH:15])=[O:14]. The yield is 0.780. (8) The reactants are C[O:2][C:3](=[O:46])[C:4]1[CH:9]=[C:8]([C:10]2[CH:19]=[CH:18][C:17]3[C:12](=[CH:13][CH:14]=[C:15]([O:20][CH3:21])[CH:16]=3)[C:11]=2[O:22][C:23]2[CH:28]=[CH:27][C:26]([O:29][CH2:30][CH2:31][N:32]3[CH2:37][CH2:36][CH2:35][CH2:34][CH2:33]3)=[CH:25][CH:24]=2)[CH:7]=[CH:6][C:5]=1[O:38][CH2:39][C:40]1[CH:45]=[CH:44][CH:43]=[CH:42][CH:41]=1.[OH-].[Na+].Cl. The catalyst is CO. The product is [CH2:39]([O:38][C:5]1[CH:6]=[CH:7][C:8]([C:10]2[CH:19]=[CH:18][C:17]3[C:12](=[CH:13][CH:14]=[C:15]([O:20][CH3:21])[CH:16]=3)[C:11]=2[O:22][C:23]2[CH:24]=[CH:25][C:26]([O:29][CH2:30][CH2:31][N:32]3[CH2:37][CH2:36][CH2:35][CH2:34][CH2:33]3)=[CH:27][CH:28]=2)=[CH:9][C:4]=1[C:3]([OH:46])=[O:2])[C:40]1[CH:41]=[CH:42][CH:43]=[CH:44][CH:45]=1. The yield is 1.00. (9) The reactants are Br[C:2]1[CH:3]=[CH:4][C:5]2[C:6]3[CH2:15][N:14]([C:16]([O:18][C:19]([CH3:22])([CH3:21])[CH3:20])=[O:17])[CH2:13][CH2:12][C:7]=3[N:8]([CH3:11])[C:9]=2[CH:10]=1.[Cl:23][C:24]1[CH:29]=[CH:28][C:27]([C:30]2[CH:35]=[CH:34][NH:33][C:32](=[O:36])[CH:31]=2)=[CH:26][CH:25]=1. No catalyst specified. The product is [Cl:23][C:24]1[CH:25]=[CH:26][C:27]([C:30]2[CH:35]=[CH:34][N:33]([C:2]3[CH:3]=[CH:4][C:5]4[C:6]5[CH2:15][N:14]([C:16]([O:18][C:19]([CH3:22])([CH3:21])[CH3:20])=[O:17])[CH2:13][CH2:12][C:7]=5[N:8]([CH3:11])[C:9]=4[CH:10]=3)[C:32](=[O:36])[CH:31]=2)=[CH:28][CH:29]=1. The yield is 0.180. (10) The reactants are [Br:1][C:2]1[CH:3]=[C:4]([C@H:9]([NH:12][C:13](=[O:19])[O:14][C:15]([CH3:18])([CH3:17])[CH3:16])[CH2:10][OH:11])[CH:5]=[C:6]([F:8])[CH:7]=1.C(N(CC)CC)C.[CH3:27][S:28](Cl)(=[O:30])=[O:29].C([O-])(O)=O.[Na+]. The catalyst is C(Cl)Cl. The product is [CH3:27][S:28]([O:11][CH2:10][C@@H:9]([NH:12][C:13]([O:14][C:15]([CH3:16])([CH3:18])[CH3:17])=[O:19])[C:4]1[CH:5]=[C:6]([F:8])[CH:7]=[C:2]([Br:1])[CH:3]=1)(=[O:30])=[O:29]. The yield is 1.00.